Dataset: Full USPTO retrosynthesis dataset with 1.9M reactions from patents (1976-2016). Task: Predict the reactants needed to synthesize the given product. (1) Given the product [N:14]([N:7]([C:1]1[CH:2]=[CH:3][CH:4]=[CH:5][CH:6]=1)[C:8]1[CH:9]=[CH:10][CH:11]=[CH:12][CH:13]=1)=[O:15], predict the reactants needed to synthesize it. The reactants are: [C:1]1([NH:7][C:8]2[CH:13]=[CH:12][CH:11]=[CH:10][CH:9]=2)[CH:6]=[CH:5][CH:4]=[CH:3][CH:2]=1.[N:14]([O-])=[O:15]. (2) Given the product [N:1]1[S:5][N:4]=[C:3]2[C:6]([S:10]([NH:13][C:14]3[CH:34]=[C:33]([Cl:35])[C:32]([Cl:36])=[CH:31][C:15]=3[C:16]([NH:18][C@H:19]([C:20](=[O:21])[NH2:37])[CH2:23][C:24]3[CH:25]=[CH:26][C:27]([Cl:30])=[CH:28][CH:29]=3)=[O:17])(=[O:12])=[O:11])=[CH:7][CH:8]=[CH:9][C:2]=12, predict the reactants needed to synthesize it. The reactants are: [N:1]1[S:5][N:4]=[C:3]2[C:6]([S:10]([NH:13][C:14]3[CH:34]=[C:33]([Cl:35])[C:32]([Cl:36])=[CH:31][C:15]=3[C:16]([NH:18][C@@H:19]([CH2:23][C:24]3[CH:29]=[CH:28][C:27]([Cl:30])=[CH:26][CH:25]=3)[C:20](O)=[O:21])=[O:17])(=[O:12])=[O:11])=[CH:7][CH:8]=[CH:9][C:2]=12.[NH3:37]. (3) Given the product [Cl:1][C:2]1[S:6][C:5]([S:7]([NH:10][C:11]2[C:19]3[C:14](=[CH:15][CH:16]=[CH:17][C:18]=3[O:20][CH3:21])[N:13]([CH2:22][C:23]3[CH:28]=[CH:27][C:26]([CH2:29][NH:30][C:31](=[O:37])[O:32][C:33]([CH3:35])([CH3:34])[CH3:36])=[CH:25][CH:24]=3)[N:12]=2)(=[O:8])=[O:9])=[CH:4][CH:3]=1, predict the reactants needed to synthesize it. The reactants are: [Cl:1][C:2]1[S:6][C:5]([S:7]([N:10](S(C2SC(Cl)=CC=2)(=O)=O)[C:11]2[C:19]3[C:14](=[CH:15][CH:16]=[CH:17][C:18]=3[O:20][CH3:21])[N:13]([CH2:22][C:23]3[CH:28]=[CH:27][C:26]([CH2:29][NH:30][C:31](=[O:37])[O:32][C:33]([CH3:36])([CH3:35])[CH3:34])=[CH:25][CH:24]=3)[N:12]=2)(=[O:9])=[O:8])=[CH:4][CH:3]=1.[OH-].[Na+]. (4) Given the product [CH:11]1([CH2:10][C:9]([NH:8][C:5]2[CH:4]=[CH:3][C:2]([NH:1][C:31]([N:27]3[CH2:28][CH2:29][C:30]4[C:57](=[CH:58][CH:59]=[CH:54][C:55]=4[NH:60][S:61]([CH3:64])(=[O:63])=[O:62])[CH2:56]3)=[O:32])=[CH:7][CH:6]=2)=[O:16])[CH2:12][CH2:13][CH2:14][CH2:15]1, predict the reactants needed to synthesize it. The reactants are: [NH2:1][C:2]1[CH:7]=[CH:6][C:5]([NH:8][C:9](=[O:16])[CH2:10][CH:11]2[CH2:15][CH2:14][CH2:13][CH2:12]2)=[CH:4][CH:3]=1.C(=O)(O[N:27]1[C:31](=[O:32])[CH2:30][CH2:29][C:28]1=O)O[N:27]1[C:28](=O)[CH2:29][CH2:30][C:31]1=[O:32].N1C=CC=CC=1.C(N(C(C)C)CC)(C)C.C1[C:59]2[C:54](=[C:55]([NH:60][S:61]([CH3:64])(=[O:63])=[O:62])[CH:56]=[CH:57][CH:58]=2)CCN1. (5) Given the product [CH2:1]([O:8][C:9]1[CH:10]=[C:11]2[C:16](=[CH:17][CH:18]=1)[C:15](=[O:19])[N:14]([CH2:20][CH:21]([CH3:22])[CH3:23])[C:13]([CH2:24][OH:25])=[C:12]2[C:28]1[CH:33]=[CH:32][CH:31]=[C:30]([F:34])[CH:29]=1)[C:2]1[CH:3]=[CH:4][CH:5]=[CH:6][CH:7]=1, predict the reactants needed to synthesize it. The reactants are: [CH2:1]([O:8][C:9]1[CH:10]=[C:11]2[C:16](=[CH:17][CH:18]=1)[C:15](=[O:19])[N:14]([CH2:20][CH:21]([CH3:23])[CH3:22])[C:13]([C:24](OC)=[O:25])=[C:12]2[C:28]1[CH:33]=[CH:32][CH:31]=[C:30]([F:34])[CH:29]=1)[C:2]1[CH:7]=[CH:6][CH:5]=[CH:4][CH:3]=1.O.[OH-].[Li+].Cl.C(Cl)(=O)C(Cl)=O.[BH4-].[Na+]. (6) Given the product [N:26]1[CH:27]=[CH:28][C:23]([C:20]([OH:21])([CH3:22])[CH2:19][N:6]2[C:7]3[CH:8]=[CH:9][C:10]([CH3:13])=[CH:11][C:12]=3[C:4]3[CH2:3][N:2]([CH3:1])[CH:15]([CH3:16])[CH2:14][C:5]2=3)=[CH:24][CH:25]=1, predict the reactants needed to synthesize it. The reactants are: [CH3:1][N:2]1[CH:15]([CH3:16])[CH2:14][C:5]2[NH:6][C:7]3[CH:8]=[CH:9][C:10]([CH3:13])=[CH:11][C:12]=3[C:4]=2[CH2:3]1.[H-].[Na+].[CH3:19][C:20]1([C:23]2[CH:28]=[CH:27][N:26]=[CH:25][CH:24]=2)[CH2:22][O:21]1. (7) Given the product [C:32]([OH:33])(=[O:34])[CH:31]([CH2:30][C:29]([OH:48])=[O:11])[OH:46], predict the reactants needed to synthesize it. The reactants are: CCC1C=CC(CC[O:11]C2C=CC(CC3SC(=O)NC3=O)=CC=2)=NC=1.Cl.C(O)[C@H]1[O:33][C@H:32]([O:34][C@]2(CO)O[C@H](CO)[C@@H](O)[C@@H]2O)[C@H:31]([OH:46])[C@@H:30](O)[C@@H:29]1[OH:48]. (8) Given the product [Cl:1][C:2]1[CH:3]=[C:4]([CH:5]=[CH:6][C:7]=1[Cl:8])[O:9][CH2:11][CH2:12][CH2:13][CH2:14][CH:15]([N:22]1[CH:26]=[N:25][CH:24]=[N:23]1)[CH:16]([OH:21])[C:17]([CH3:18])([CH3:20])[CH3:19], predict the reactants needed to synthesize it. The reactants are: [Cl:1][C:2]1[CH:3]=[C:4]([OH:9])[CH:5]=[CH:6][C:7]=1[Cl:8].Cl[CH2:11][CH2:12][CH2:13][CH2:14][CH:15]([N:22]1[CH:26]=[N:25][CH:24]=[N:23]1)[CH:16]([OH:21])[C:17]([CH3:20])([CH3:19])[CH3:18].C([O-])([O-])=O.[K+].[K+].